Predict which catalyst facilitates the given reaction. From a dataset of Catalyst prediction with 721,799 reactions and 888 catalyst types from USPTO. Reactant: [F:1][C:2]([F:13])([F:12])[C:3]1[CH:8]=[CH:7][C:6](B(O)O)=[CH:5][CH:4]=1.[F:14][C:15]1[CH:16]=[C:17]([CH:27]([NH:29][C:30]([C:32]2[N:33]=[C:34](Cl)[O:35][CH:36]=2)=[O:31])[CH3:28])[CH:18]=[C:19]([F:26])[C:20]=1[NH:21][S:22]([CH3:25])(=[O:24])=[O:23].C([O-])([O-])=O.[Cs+].[Cs+]. Product: [F:26][C:19]1[CH:18]=[C:17]([CH:27]([NH:29][C:30]([C:32]2[N:33]=[C:34]([C:6]3[CH:7]=[CH:8][C:3]([C:2]([F:13])([F:12])[F:1])=[CH:4][CH:5]=3)[O:35][CH:36]=2)=[O:31])[CH3:28])[CH:16]=[C:15]([F:14])[C:20]=1[NH:21][S:22]([CH3:25])(=[O:24])=[O:23]. The catalyst class is: 235.